This data is from Catalyst prediction with 721,799 reactions and 888 catalyst types from USPTO. The task is: Predict which catalyst facilitates the given reaction. (1) Reactant: [F:1][C:2]1[CH:7]=[CH:6][C:5]([N:8]2[C:12]3[CH:13]=[C:14]4[C@:19]([C:21]([OH:23])=[O:22])([CH2:20][C:11]=3[CH:10]=[N:9]2)[CH2:18][N:17]([S:24]([C:27]2[CH:32]=[CH:31][CH:30]=[C:29]([N:33]3[CH2:37][CH2:36][C@@H:35]([F:38])[CH2:34]3)[CH:28]=2)(=[O:26])=[O:25])[CH2:16][CH2:15]4)=[CH:4][CH:3]=1.Br[CH2:40][F:41].C(=O)([O-])[O-].[Na+].[Na+]. Product: [F:41][CH2:40][O:22][C:21]([C@@:19]12[CH2:18][N:17]([S:24]([C:27]3[CH:32]=[CH:31][CH:30]=[C:29]([N:33]4[CH2:37][CH2:36][C@@H:35]([F:38])[CH2:34]4)[CH:28]=3)(=[O:25])=[O:26])[CH2:16][CH2:15][C:14]1=[CH:13][C:12]1[N:8]([C:5]3[CH:4]=[CH:3][C:2]([F:1])=[CH:7][CH:6]=3)[N:9]=[CH:10][C:11]=1[CH2:20]2)=[O:23]. The catalyst class is: 42. (2) Reactant: [ClH:1].[OH:2][C:3]1[C:16]2[C:15](=[O:17])[C:14]3[C:9](=[CH:10][CH:11]=[CH:12][CH:13]=3)[S:8][C:7]=2[CH:6]=[C:5]([O:18][CH2:19][CH:20]2[CH2:22][S:21]2)[CH:4]=1. Product: [Cl:1][CH2:22][CH:20]([SH:21])[CH2:19][O:18][C:5]1[CH:4]=[C:3]([OH:2])[C:16]2[C:15](=[O:17])[C:14]3[C:9]([S:8][C:7]=2[CH:6]=1)=[CH:10][CH:11]=[CH:12][CH:13]=3. The catalyst class is: 13.